Dataset: Reaction yield outcomes from USPTO patents with 853,638 reactions. Task: Predict the reaction yield, written as a fraction of the theoretical maximum amount of product (1.0 means a 100% yield; for example, 0.34 means a 34% yield). The reactants are Br[C:2]1[CH:3]=[N:4][C:5]2[C:10]([CH:11]=1)=[N:9][CH:8]=[C:7]([Br:12])[CH:6]=2.C([Sn](CCCC)(CCCC)[CH:18]=[CH:19][O:20][CH2:21][CH3:22])CCC.[Li+].[Cl-].[F-].[K+]. The catalyst is C1(C)C=CC=CC=1.C(Cl)Cl.Cl[Pd](Cl)([P](C1C=CC=CC=1)(C1C=CC=CC=1)C1C=CC=CC=1)[P](C1C=CC=CC=1)(C1C=CC=CC=1)C1C=CC=CC=1. The product is [Br:12][C:7]1[CH:8]=[N:9][C:10]2[C:5]([CH:6]=1)=[N:4][CH:3]=[C:2]([CH:18]=[CH:19][O:20][CH2:21][CH3:22])[CH:11]=2. The yield is 0.550.